From a dataset of Forward reaction prediction with 1.9M reactions from USPTO patents (1976-2016). Predict the product of the given reaction. (1) Given the reactants Cl[C:2]1[N:7]=[C:6]([C:8]2[C:9]([C:17]3[CH:18]=[CH:19][C:20]([O:34][CH3:35])=[C:21]([NH:23][C:24](=[O:33])[C:25]4[C:30]([F:31])=[CH:29][CH:28]=[CH:27][C:26]=4[F:32])[CH:22]=3)=[N:10][N:11]3[CH:16]=[CH:15][CH:14]=[CH:13][C:12]=23)[CH:5]=[CH:4][N:3]=1.[NH2:36][C:37]1[CH:46]=[C:45]2[CH:40]([CH2:41][CH2:42][N:43]([C:47](=[O:52])[C:48]([F:51])([F:50])[F:49])[CH2:44]2)[CH2:39][CH:38]=1.Cl, predict the reaction product. The product is: [F:32][C:26]1[CH:27]=[CH:28][CH:29]=[C:30]([F:31])[C:25]=1[C:24]([NH:23][C:21]1[CH:22]=[C:17]([C:9]2[C:8]([C:6]3[CH:5]=[CH:4][N:3]=[C:2]([NH:36][C:37]4[CH:46]=[C:45]5[C:40]([CH2:41][CH2:42][N:43]([C:47](=[O:52])[C:48]([F:51])([F:49])[F:50])[CH2:44]5)=[CH:39][CH:38]=4)[N:7]=3)=[C:12]3[CH:13]=[CH:14][CH:15]=[CH:16][N:11]3[N:10]=2)[CH:18]=[CH:19][C:20]=1[O:34][CH3:35])=[O:33]. (2) The product is: [F:18][C:19]1[CH:26]=[CH:25][C:22]([CH2:23][O:8][C:5]2[CH:6]=[CH:7][C:2]([OH:1])=[C:3]([C:9](=[O:11])[CH3:10])[CH:4]=2)=[CH:21][CH:20]=1. Given the reactants [OH:1][C:2]1[CH:7]=[CH:6][C:5]([OH:8])=[CH:4][C:3]=1[C:9](=[O:11])[CH3:10].C(=O)([O-])[O-].[K+].[K+].[F:18][C:19]1[CH:26]=[CH:25][C:22]([CH2:23]Br)=[CH:21][CH:20]=1, predict the reaction product. (3) The product is: [Br:6][C:7]1[CH:8]=[C:9]2[C:10](=[CH:11][CH:12]=1)[CH:26]([C:27]([O:29][CH2:30][CH3:31])=[O:28])[N:15]([S:16]([C:19]1[CH:20]=[CH:21][CH:22]=[CH:23][CH:24]=1)(=[O:18])=[O:17])[CH2:14][CH2:13]2.[Br:6][C:7]1[CH:12]=[CH:11][CH:10]=[C:9]2[C:8]=1[CH:26]([C:27]([O:29][CH2:30][CH3:31])=[O:28])[N:15]([S:16]([C:19]1[CH:20]=[CH:21][CH:22]=[CH:23][CH:24]=1)(=[O:18])=[O:17])[CH2:14][CH2:13]2. Given the reactants [Sn](Cl)(Cl)(Cl)Cl.[Br:6][C:7]1[CH:8]=[C:9]([CH2:13][CH2:14][NH:15][S:16]([C:19]2[CH:24]=[CH:23][CH:22]=[CH:21][CH:20]=2)(=[O:18])=[O:17])[CH:10]=[CH:11][CH:12]=1.Cl[CH:26](SC)[C:27]([O:29][CH2:30][CH3:31])=[O:28], predict the reaction product. (4) Given the reactants [F:1][C:2]1[CH:3]=[C:4]([C:8]2[C:17]3[O:16][C@@H:15]([CH3:18])[CH2:14][N:13](C(OC(C)(C)C)=O)[CH2:12][C:11]=3[S:10][CH:9]=2)[CH:5]=[CH:6][CH:7]=1, predict the reaction product. The product is: [F:1][C:2]1[CH:3]=[C:4]([C:8]2[C:17]3[O:16][C@@H:15]([CH3:18])[CH2:14][NH:13][CH2:12][C:11]=3[S:10][CH:9]=2)[CH:5]=[CH:6][CH:7]=1. (5) The product is: [NH2:37][C:30]1[N:29]=[C:28]2[C:33]([N:34]=[CH:35][N:27]2[C@H:13]2[C@:14]([CH3:17])([OH:18])[C@H:15]([F:16])[C@@H:11]([CH2:10][OH:9])[O:12]2)=[C:32]([N:38]2[CH2:41][CH2:40][CH2:39]2)[N:31]=1. Given the reactants C([O:9][CH2:10][C@@H:11]1[C@@H:15]([F:16])[C@:14]([O:18]C(=O)C2C=CC=CC=2)([CH3:17])[C@H:13]([N:27]2[CH:35]=[N:34][C:33]3[C:28]2=[N:29][C:30]([NH2:37])=[N:31][C:32]=3Cl)[O:12]1)(=O)C1C=CC=CC=1.[NH:38]1[CH2:41][CH2:40][CH2:39]1.CCN(CC)CC.C[O-].[Na+], predict the reaction product. (6) Given the reactants FC(F)(F)S(O[C:7]1[CH:12]=[CH:11][CH:10]=[C:9]([CH2:13][N:14]2[C:22]3[C:17](=[C:18]([NH:23][C:24]([C:26]4[N:30]5[CH:31]=[CH:32][CH:33]=[CH:34][C:29]5=[N:28][CH:27]=4)=[O:25])[CH:19]=[CH:20][CH:21]=3)[C:16]([CH2:35][CH3:36])=[N:15]2)[N:8]=1)(=O)=O.[N:39]1([C:45]([O:47][C:48]([CH3:51])([CH3:50])[CH3:49])=[O:46])[CH2:44][CH2:43][NH:42][CH2:41][CH2:40]1.C(=O)([O-])[O-].[Cs+].[Cs+].C1(P(C2C=CC=CC=2)C2C=CC3C(=CC=CC=3)C=2C2C3C(=CC=CC=3)C=CC=2P(C2C=CC=CC=2)C2C=CC=CC=2)C=CC=CC=1, predict the reaction product. The product is: [CH2:35]([C:16]1[C:17]2[C:22](=[CH:21][CH:20]=[CH:19][C:18]=2[NH:23][C:24]([C:26]2[N:30]3[CH:31]=[CH:32][CH:33]=[CH:34][C:29]3=[N:28][CH:27]=2)=[O:25])[N:14]([CH2:13][C:9]2[N:8]=[C:7]([N:42]3[CH2:41][CH2:40][N:39]([C:45]([O:47][C:48]([CH3:51])([CH3:50])[CH3:49])=[O:46])[CH2:44][CH2:43]3)[CH:12]=[CH:11][CH:10]=2)[N:15]=1)[CH3:36]. (7) Given the reactants C(OC([N:8]1[CH2:13][CH2:12][CH:11]([O:14][C:15]2[C:24]3[C:19](=[CH:20][CH:21]=[C:22](/[CH:25]=[C:26]4/[C:27](=[O:32])[N:28]=[C:29]([NH2:31])[S:30]/4)[CH:23]=3)[N:18]=[CH:17][C:16]=2[C:33]#[N:34])[CH2:10][CH2:9]1)=O)(C)(C)C.[ClH:35], predict the reaction product. The product is: [ClH:35].[NH2:31][C:29]1[S:30]/[C:26](=[CH:25]\[C:22]2[CH:23]=[C:24]3[C:19](=[CH:20][CH:21]=2)[N:18]=[CH:17][C:16]([C:33]#[N:34])=[C:15]3[O:14][CH:11]2[CH2:12][CH2:13][NH:8][CH2:9][CH2:10]2)/[C:27](=[O:32])[N:28]=1.